This data is from Forward reaction prediction with 1.9M reactions from USPTO patents (1976-2016). The task is: Predict the product of the given reaction. (1) Given the reactants [F:8][C:7]([F:10])([F:9])[C:6](O[C:6](=[O:11])[C:7]([F:10])([F:9])[F:8])=[O:11].C(OC([N:21]1[CH2:26][CH:25]2[CH2:27][CH:22]1[CH2:23][NH:24]2)=O)(C)(C)C.C(N(CC)CC)C, predict the reaction product. The product is: [F:10][C:7]([F:8])([F:9])[C:6]([N:21]1[CH2:26][CH:25]2[CH2:27][CH:22]1[CH2:23][NH:24]2)=[O:11]. (2) The product is: [C:18]([C:15]1[CH:16]=[CH:17][C:12]([S:9]([NH:8][C:7]2[C:2]([N:28]3[CH:27]=[C:26]([N+:23]([O-:25])=[O:24])[CH:30]=[N:29]3)=[N:3][CH:4]=[C:5]([Cl:22])[CH:6]=2)(=[O:11])=[O:10])=[CH:13][CH:14]=1)([CH3:21])([CH3:20])[CH3:19]. Given the reactants Br[C:2]1[C:7]([NH:8][S:9]([C:12]2[CH:17]=[CH:16][C:15]([C:18]([CH3:21])([CH3:20])[CH3:19])=[CH:14][CH:13]=2)(=[O:11])=[O:10])=[CH:6][C:5]([Cl:22])=[CH:4][N:3]=1.[N+:23]([C:26]1[CH:27]=[N:28][NH:29][CH:30]=1)([O-:25])=[O:24].CN[C@@H]1CCCC[C@H]1NC.C(=O)([O-])[O-].[Cs+].[Cs+], predict the reaction product. (3) Given the reactants [OH:1][CH2:2][C@H:3]1[NH:8][CH2:7][CH2:6][N:5]([C:9]2[NH:10][C:11](=[O:19])[C:12]3[C:17]([CH:18]=2)=[CH:16][CH:15]=[CH:14][CH:13]=3)[CH2:4]1.[C:20]([BH3-])#N.[Na+].C(O)(=O)C, predict the reaction product. The product is: [OH:1][CH2:2][C@H:3]1[N:8]([CH3:20])[CH2:7][CH2:6][N:5]([C:9]2[NH:10][C:11](=[O:19])[C:12]3[C:17]([CH:18]=2)=[CH:16][CH:15]=[CH:14][CH:13]=3)[CH2:4]1.